This data is from Reaction yield outcomes from USPTO patents with 853,638 reactions. The task is: Predict the reaction yield, written as a fraction of the theoretical maximum amount of product (1.0 means a 100% yield; for example, 0.34 means a 34% yield). The reactants are [C:1]([C:5]1[CH:6]=[C:7]([NH:18][C:19]([NH:21][C@@H:22]2[C:31]3[C:26](=[CH:27][CH:28]=[CH:29][CH:30]=3)[C@H:25]([O:32][C:33]3[CH:34]=[CH:35][C:36]4[N:37]([C:39]([N:42]5[CH2:47][CH2:46][CH2:45][CH2:44][CH2:43]5)=[N:40][N:41]=4)[CH:38]=3)[CH2:24][CH2:23]2)=[O:20])[N:8]([C:10]2[CH:15]=[CH:14][C:13]([CH2:16]Cl)=[CH:12][CH:11]=2)[N:9]=1)([CH3:4])([CH3:3])[CH3:2].CCN(C(C)C)C(C)C.[CH3:57][N:58]1[CH2:63][CH2:62][NH:61][CH2:60][CH2:59]1. The catalyst is C1COCC1. The product is [C:1]([C:5]1[CH:6]=[C:7]([NH:18][C:19]([NH:21][C@@H:22]2[C:31]3[C:26](=[CH:27][CH:28]=[CH:29][CH:30]=3)[C@H:25]([O:32][C:33]3[CH:34]=[CH:35][C:36]4[N:37]([C:39]([N:42]5[CH2:47][CH2:46][CH2:45][CH2:44][CH2:43]5)=[N:40][N:41]=4)[CH:38]=3)[CH2:24][CH2:23]2)=[O:20])[N:8]([C:10]2[CH:15]=[CH:14][C:13]([CH2:16][N:61]3[CH2:62][CH2:63][N:58]([CH3:57])[CH2:59][CH2:60]3)=[CH:12][CH:11]=2)[N:9]=1)([CH3:4])([CH3:3])[CH3:2]. The yield is 0.0700.